Dataset: Experimentally validated miRNA-target interactions with 360,000+ pairs, plus equal number of negative samples. Task: Binary Classification. Given a miRNA mature sequence and a target amino acid sequence, predict their likelihood of interaction. (1) The miRNA is hsa-miR-192-5p with sequence CUGACCUAUGAAUUGACAGCC. The protein sequence of the target gene is MGLGQPQAWLLGLPTAVVYGSLALFTTILHNVFLLYYVDTFVSVYKINKMAFWVGETVFLLWNSLNDPLFGWLSDRQFLSSQPRSGAGLSSRAVVLARVQALGWHGPLLALSFLAFWVPWAPAGLQFLLCLCLYDGFLTLVDLHHHALLADLALSAHDRTHLNFYCSLFSAAGSLSVFASYAFWNKEDFSSFRAFCVTLAVSSGLGFLGATQLLRRRVEAARKDPGCSGLVVDSGLCGEELLVGSEEADSITLGRYLRQLARHRNFLWFVSMDLVQVFHCHFNSNFFPLFLEHLLSDHIS.... Result: 1 (interaction). (2) The protein sequence of the target gene is MPLSVHHHVALDVVVGLVSILSFLLDLVADLWAVVQYVLLGRYLWAALVLVLLGQASVLLQLFSWLWLTADPTELHHSQLSRPFLALLHLLQLGYLYRCLHGMHQGLSMCYQEMPSECDLAYADFLSLDISMLKLFESFLEATPQLTLVLAIVLQNGQAEYYQWFGISSSFLGISWALLDYHRSLRTCLPSKPRLGRSSSAIYFLWNLLLLGPRICAIALFSAVFPYYVALHFFSLWLVLLFWIWLQGTNFMPDSKGEWLYRVTMALILYFSWFNVSGGRTRGRAVIHLIFIFSDSVLLV.... The miRNA is hsa-miR-29a-5p with sequence ACUGAUUUCUUUUGGUGUUCAG. Result: 0 (no interaction). (3) The miRNA is hsa-miR-6830-5p with sequence CCAAGGAAGGAGGCUGGACAUC. The protein sequence of the target gene is MGVGRSARGRGGAASGVLLALAAALLAAGSASEYDYVSFQSDIGSYQSGRFYTKPPQCVDIPVDLRLCHNVGYKKMVLPNLLEHETMAEVKQQASSWVPLLNKNCHMGTQVFLCSLFAPVCLDRPIYPCRWLCEAVRDSCEPVMQFFGFYWPEMLKCDKFPEGDVCIAMTPPNTTEASKPQGTTVCPPCDNELKSEAIIEHLCASEFALRMKIKEVKKENGDKKIVPKKKKPLKLGPIKKKELKRLVLFLKNGADCPCHQLDNLSHNFLIMGRKVKSQYLLTAIHKWDKKNKEFKNFMKR.... Result: 0 (no interaction).